This data is from Experimentally validated miRNA-target interactions with 360,000+ pairs, plus equal number of negative samples. The task is: Binary Classification. Given a miRNA mature sequence and a target amino acid sequence, predict their likelihood of interaction. (1) The miRNA is hsa-miR-4445-5p with sequence AGAUUGUUUCUUUUGCCGUGCA. The protein sequence of the target gene is MELKVWVDGVQRIVCGVTEVTTCQEVVIALAQAIGRTGRYTLIEKWRDTERHLAPHENPIISLNKWGQYASDVQLILRRTGPSLSERPTSDSVARIPERTLYRQSLPPLAKLRPQIDKSIKRREPKRKSLTFTGGAKGLMDIFGKGKETEFKQKVLNNCKTTADELKKLIRLQTEKLQSIEKQLESNEIEIRFWEQKYNSNLEEEIVRLEQKIKRNDVEIEEEEFWENELQIEQENEKQLKDQLQEIRQKITECENKLKDYLAQIRTMESGLEAEKLQREVQEAQVNEEEVKGKIGKVKG.... Result: 1 (interaction). (2) The miRNA is mmu-miR-671-5p with sequence AGGAAGCCCUGGAGGGGCUGGAG. The protein sequence of the target gene is MSDGAAEKQSGTPGFLTPPAPVPKNGSSSDSSVGEKLGATVADSGVGRTEEYRRRRHTMDKDSRGAAATTTPTEHRFFRRSVICDSNATALELPGLPLSIPQPSVPAVVPQSAPPEPHREETLTATVASQVSQQPSAAASPGEQAVVGSATTTVPSSTSKDRPVSQPSLVGSKEEPPPSRSGSGSGGASAKEAQEDRSQQQDDIEELETKAVGMSNDGRFLKFDIEIGRGSFKTVYKGLDTETTVEVAWCELQDRKLTKSERQRFKEEAEMLKGLQHPNIVRFYDSWESTVKGKKCIVLV.... Result: 0 (no interaction). (3) The miRNA is mmu-miR-543-3p with sequence AAACAUUCGCGGUGCACUUCUU. The protein sequence of the target gene is MGQKLSGSLKSVEVREPALRPAKRELRGLEPGRPARLDQLLDMPAAGLAVQLRHAWNPEDRSLNVFVKDDDRLTFHRHPVAQSTDGIRGKVGHARGLHAWQIHWPARQRGTHAVVGVATARAPLHSVGYTALVGSDSESWGWDLGRSRLYHDGKNRPGVAYPAFLGPDEAFALPDSLLVVLDMDEGTLSFIVDGQYLGVAFRGLKGKKLYPVVSAVWGHCEVTMRYINGLDPEPLPLMDLCRRSIRSALGRQRLRDIGSLPLPQSLKNYLQYQ. Result: 1 (interaction).